From a dataset of M1 muscarinic receptor antagonist screen with 61,756 compounds. Binary Classification. Given a drug SMILES string, predict its activity (active/inactive) in a high-throughput screening assay against a specified biological target. (1) The compound is O(C(=O)C1CCN(CC1)C1=C(N2CCN(CC2)c2c(OC)cccc2)C(=O)C1=O)CC. The result is 0 (inactive). (2) The molecule is o1c2c(c(cc1=O)C)ccc(OCC(=O)N(C)C)c2C. The result is 0 (inactive). (3) The molecule is Clc1cc(N2CCN(CC2)CCCNC(=O)c2ccc(N3CCCC3=O)cc2)ccc1. The result is 0 (inactive).